Dataset: Forward reaction prediction with 1.9M reactions from USPTO patents (1976-2016). Task: Predict the product of the given reaction. (1) Given the reactants [O:1]([CH2:8][C@@H:9]([OH:42])[CH2:10][N:11]([CH2:19][CH2:20][CH:21]([C:32]1[CH:37]=[CH:36][C:35]([C:38]([O:40]C)=[O:39])=[CH:34][CH:33]=1)[C:22]1[CH:27]=[CH:26][C:25]([C:28]([O:30]C)=[O:29])=[CH:24][CH:23]=1)[CH2:12][C:13]1[CH:18]=[CH:17][CH:16]=[CH:15][CH:14]=1)[C:2]1[CH:7]=[CH:6][CH:5]=[CH:4][CH:3]=1.CO.[OH-].[Na+].Cl, predict the reaction product. The product is: [O:1]([CH2:8][C@@H:9]([OH:42])[CH2:10][N:11]([CH2:19][CH2:20][CH:21]([C:22]1[CH:23]=[CH:24][C:25]([C:28]([OH:30])=[O:29])=[CH:26][CH:27]=1)[C:32]1[CH:33]=[CH:34][C:35]([C:38]([OH:40])=[O:39])=[CH:36][CH:37]=1)[CH2:12][C:13]1[CH:18]=[CH:17][CH:16]=[CH:15][CH:14]=1)[C:2]1[CH:7]=[CH:6][CH:5]=[CH:4][CH:3]=1. (2) Given the reactants P12(SP3(SP(SP(S3)(S1)=S)(=S)S2)=S)=[S:2].[Cl:15][C:16]1[CH:21]=[CH:20][C:19]([NH:22][C:23](=O)[CH3:24])=[C:18]([F:26])[CH:17]=1, predict the reaction product. The product is: [Cl:15][C:16]1[CH:21]=[CH:20][C:19]([NH:22][C:23](=[S:2])[CH3:24])=[C:18]([F:26])[CH:17]=1. (3) The product is: [CH3:27][S:28]([C:31]1[CH:32]=[C:33]([NH:37][C:12]([C:11]2[CH:10]=[N:9][N:8]3[C:3]([CH:2]([F:26])[F:1])=[CH:4][C:5]([C:15]4[CH:20]=[CH:19][C:18]([C:21]([F:23])([F:22])[F:24])=[C:17]([CH3:25])[CH:16]=4)=[N:6][C:7]=23)=[O:14])[CH:34]=[CH:35][CH:36]=1)(=[O:29])=[O:30]. Given the reactants [F:1][CH:2]([F:26])[C:3]1[N:8]2[N:9]=[CH:10][C:11]([C:12]([OH:14])=O)=[C:7]2[N:6]=[C:5]([C:15]2[CH:20]=[CH:19][C:18]([C:21]([F:24])([F:23])[F:22])=[C:17]([CH3:25])[CH:16]=2)[CH:4]=1.[CH3:27][S:28]([C:31]1[CH:32]=[C:33]([NH2:37])[CH:34]=[CH:35][CH:36]=1)(=[O:30])=[O:29].Cl, predict the reaction product. (4) The product is: [NH2:1][C@H:2]1[CH2:7][C@@H:6]([CH3:8])[CH2:5][N:4]([C:9]2[CH:14]=[CH:13][N:12]=[CH:11][C:10]=2[NH:15][C:16]([C:18]2[CH:27]=[CH:26][C:25]3[C:20](=[CH:21][C:22]([CH:29]([CH3:31])[CH3:30])=[CH:23][N:24]=3)[N:19]=2)=[O:17])[CH2:3]1. Given the reactants [NH2:1][C@H:2]1[CH2:7][C@@H:6]([CH3:8])[CH2:5][N:4]([C:9]2[CH:14]=[CH:13][N:12]=[CH:11][C:10]=2[NH:15][C:16]([C:18]2[CH:27]=[CH:26][C:25]3[C:20](=[CH:21][C:22](Br)=[CH:23][N:24]=3)[N:19]=2)=[O:17])[CH2:3]1.[C:29](B1OC(C)(C)C(C)(C)O1)([CH3:31])=[CH2:30].C([O-])([O-])=O.[Cs+].[Cs+], predict the reaction product. (5) The product is: [CH2:1]([N:8]([CH:12]1[CH2:17][CH2:16][NH:15][CH2:14][CH2:13]1)[C:9](=[O:11])[CH3:10])[C:2]1[CH:3]=[CH:4][CH:5]=[CH:6][CH:7]=1. Given the reactants [CH2:1]([N:8]([CH:12]1[CH2:17][CH2:16][N:15](C(OC(C)(C)C)=O)[CH2:14][CH2:13]1)[C:9](=[O:11])[CH3:10])[C:2]1[CH:7]=[CH:6][CH:5]=[CH:4][CH:3]=1.Cl.O1CCOCC1, predict the reaction product. (6) Given the reactants C([O:8][C:9](=[O:35])[NH:10][C:11]1[CH:16]=[CH:15][C:14]([O:17][C:18]2[CH:23]=[CH:22][C:21]([CH2:24][CH3:25])=[CH:20][C:19]=2[O:26][CH2:27][C:28]2[CH:33]=[CH:32][CH:31]=[CH:30][CH:29]=2)=[C:13]([F:34])[CH:12]=1)C1C=CC=CC=1.C([Li])CCC.[C:41](OC[C@@H]1OC1)(=[O:45])[CH2:42][CH2:43]C.[NH4+].[Cl-], predict the reaction product. The product is: [CH2:27]([O:26][C:19]1[CH:20]=[C:21]([CH2:24][CH3:25])[CH:22]=[CH:23][C:18]=1[O:17][C:14]1[CH:15]=[CH:16][C:11]([N:10]2[CH2:43][C@H:42]([CH2:41][OH:45])[O:8][C:9]2=[O:35])=[CH:12][C:13]=1[F:34])[C:28]1[CH:33]=[CH:32][CH:31]=[CH:30][CH:29]=1. (7) Given the reactants Cl[C:2]1[C:7]([C:8]([O:10][CH2:11][CH3:12])=[O:9])=[CH:6][N:5]=[C:4]([C:13]2[CH:18]=[CH:17][CH:16]=[CH:15][CH:14]=2)[N:3]=1.[C:19]([O:23][C:24]([NH:26][C@H:27]1[CH2:32][CH2:31][C@H:30]([NH2:33])[CH2:29][CH2:28]1)=[O:25])([CH3:22])([CH3:21])[CH3:20].CN(C1C=CC=CN=1)C, predict the reaction product. The product is: [C:19]([O:23][C:24]([NH:26][C@H:27]1[CH2:28][CH2:29][C@H:30]([NH:33][C:2]2[C:7]([C:8]([O:10][CH2:11][CH3:12])=[O:9])=[CH:6][N:5]=[C:4]([C:13]3[CH:18]=[CH:17][CH:16]=[CH:15][CH:14]=3)[N:3]=2)[CH2:31][CH2:32]1)=[O:25])([CH3:22])([CH3:20])[CH3:21]. (8) Given the reactants [CH2:1]([S:3]([C:6]1[CH:7]=[CH:8][C:9]([O:23][CH:24]2[CH2:29][CH2:28][C:27](=[O:30])[CH2:26][CH2:25]2)=[C:10]([C:12]2[C:13]3[CH:22]=[CH:21][NH:20][C:14]=3[C:15](=[O:19])[N:16]([CH3:18])[CH:17]=2)[CH:11]=1)(=[O:5])=[O:4])[CH3:2].[BH4-].[Na+], predict the reaction product. The product is: [CH2:1]([S:3]([C:6]1[CH:7]=[CH:8][C:9]([O:23][C@H:24]2[CH2:29][CH2:28][C@@H:27]([OH:30])[CH2:26][CH2:25]2)=[C:10]([C:12]2[C:13]3[CH:22]=[CH:21][NH:20][C:14]=3[C:15](=[O:19])[N:16]([CH3:18])[CH:17]=2)[CH:11]=1)(=[O:5])=[O:4])[CH3:2]. (9) Given the reactants [CH2:1]([C@@H:8]1[CH2:12][O:11][C:10](=[O:13])N1C(=O)CC)[C:2]1[CH:7]=[CH:6][CH:5]=[CH:4][CH:3]=1.C[Si](C)(C)[N-][Si](C)(C)C.[Na+].Cl[CH:29](Br)[C:30]1[CH:35]=[CH:34][CH:33]=[CH:32][CH:31]=1.[Cl-:37].[NH4+:38].[O:39]1C[CH2:42][CH2:41][CH2:40]1, predict the reaction product. The product is: [CH2:1]([C@@H:8]1[CH2:12][O:11][C:10](=[O:13])[N:38]1[C:40](=[O:39])[C@@H:41]([CH3:42])[CH2:29][C:30]1[CH:35]=[CH:34][C:33]([Cl:37])=[CH:32][CH:31]=1)[C:2]1[CH:3]=[CH:4][CH:5]=[CH:6][CH:7]=1.